This data is from Full USPTO retrosynthesis dataset with 1.9M reactions from patents (1976-2016). The task is: Predict the reactants needed to synthesize the given product. (1) Given the product [CH2:29]([O:31][C:32](=[O:39])[CH2:33][CH2:34][CH2:35][CH2:36][CH2:37][O:27][C:24]1[CH:25]=[CH:26][C:21]([C:3]([CH2:4][CH3:5])([C:6]2[CH:11]=[CH:10][C:9]([C:12]#[C:13][C:14]([CH2:15][CH3:16])([OH:17])[CH2:18][CH3:19])=[C:8]([CH3:20])[CH:7]=2)[CH2:1][CH3:2])=[CH:22][C:23]=1[CH3:28])[CH3:30], predict the reactants needed to synthesize it. The reactants are: [CH2:1]([C:3]([C:21]1[CH:26]=[CH:25][C:24]([OH:27])=[C:23]([CH3:28])[CH:22]=1)([C:6]1[CH:11]=[CH:10][C:9]([C:12]#[C:13][C:14]([CH2:18][CH3:19])([OH:17])[CH2:15][CH3:16])=[C:8]([CH3:20])[CH:7]=1)[CH2:4][CH3:5])[CH3:2].[CH2:29]([O:31][C:32](=[O:39])[CH2:33][CH2:34][CH2:35][CH2:36][CH2:37]Br)[CH3:30]. (2) Given the product [C:70]([O:69][C:68](=[O:74])[NH:67][C:63]1([C:60]2[CH:61]=[CH:62][C:57]([C:48]3[C:49]([C:51]4[CH:52]=[CH:53][CH:54]=[CH:55][CH:56]=4)=[CH:50][C:43]4[N:42]([CH2:77][CH:76]([F:79])[F:75])[C:41](=[O:40])[CH2:46][O:45][C:44]=4[N:47]=3)=[CH:58][CH:59]=2)[CH2:64][CH2:65][CH2:66]1)([CH3:71])([CH3:73])[CH3:72], predict the reactants needed to synthesize it. The reactants are: C(OC(=O)NC1(C2C=CC(C3C(C4C=CC=CC=4)=CC4N(CCC#N)C(=O)COC=4N=3)=CC=2)CCC1)(C)(C)C.[O:40]=[C:41]1[CH2:46][O:45][C:44]2[N:47]=[C:48]([C:57]3[CH:62]=[CH:61][C:60]([C:63]4([NH:67][C:68](=[O:74])[O:69][C:70]([CH3:73])([CH3:72])[CH3:71])[CH2:66][CH2:65][CH2:64]4)=[CH:59][CH:58]=3)[C:49]([C:51]3[CH:56]=[CH:55][CH:54]=[CH:53][CH:52]=3)=[CH:50][C:43]=2[NH:42]1.[F:75][CH:76]([F:79])[CH2:77]I. (3) Given the product [C:1]([C:5]1[CH:30]=[C:8]2[N:9]=[C:10]([CH3:29])[C:11]([CH2:22][C:23]([OH:25])=[O:24])=[C:12]([C:13]3[CH:18]=[CH:17][C:16]([CH3:19])=[CH:15][C:14]=3[OH:20])[N:7]2[N:6]=1)([CH3:4])([CH3:3])[CH3:2], predict the reactants needed to synthesize it. The reactants are: [C:1]([C:5]1[CH:30]=[C:8]2[N:9]=[C:10]([CH3:29])[C:11]([CH:22](CCC)[C:23]([OH:25])=[O:24])=[C:12]([C:13]3[CH:18]=[CH:17][C:16]([CH3:19])=[CH:15][C:14]=3[O:20]C)[N:7]2[N:6]=1)([CH3:4])([CH3:3])[CH3:2].[I-].[Li+].C(OCC)(=O)C.